This data is from Full USPTO retrosynthesis dataset with 1.9M reactions from patents (1976-2016). The task is: Predict the reactants needed to synthesize the given product. Given the product [Cl:3][C:4]1[CH:5]=[CH:6][C:7]([C:10]2[CH:11]=[CH:12][C:13]([C:16]([NH:18][CH2:19][CH2:20][C:21]3[CH:22]=[CH:23][C:24]([CH2:25][N:26]([CH2:28][C:29]([OH:31])=[O:30])[CH3:27])=[CH:34][CH:35]=3)=[O:17])=[CH:14][CH:15]=2)=[CH:8][CH:9]=1, predict the reactants needed to synthesize it. The reactants are: [OH-].[Na+].[Cl:3][C:4]1[CH:9]=[CH:8][C:7]([C:10]2[CH:15]=[CH:14][C:13]([C:16]([NH:18][CH2:19][CH2:20][C:21]3[CH:35]=[CH:34][C:24]([CH2:25][N:26]([CH2:28][C:29]([O:31]CC)=[O:30])[CH3:27])=[CH:23][CH:22]=3)=[O:17])=[CH:12][CH:11]=2)=[CH:6][CH:5]=1.